Dataset: Reaction yield outcomes from USPTO patents with 853,638 reactions. Task: Predict the reaction yield, written as a fraction of the theoretical maximum amount of product (1.0 means a 100% yield; for example, 0.34 means a 34% yield). The reactants are FC(F)(F)C(O)=O.[CH3:8][N:9]1[CH2:13][CH2:12][CH2:11][C@H:10]1[CH2:14][O:15][C:16]1[CH:24]=[CH:23][C:19]([C:20](O)=[O:21])=[C:18]([N:25]([CH:32]2[CH2:37][CH2:36][O:35][CH2:34][CH2:33]2)C(=O)C(F)(F)F)[CH:17]=1.C(Cl)(=O)C(Cl)=O.CCN(C(C)C)C(C)C.[F:53][C:54]1[CH:55]=[C:56]([CH:68]=[C:69]([F:71])[CH:70]=1)[CH2:57][C:58]1[CH:59]=[C:60]2[C:64](=[CH:65][CH:66]=1)[NH:63][N:62]=[C:61]2[NH2:67]. The catalyst is C(Cl)Cl.CN(C=O)C.C1COCC1.CCOC(C)=O.CO. The product is [F:53][C:54]1[CH:55]=[C:56]([CH:68]=[C:69]([F:71])[CH:70]=1)[CH2:57][C:58]1[CH:59]=[C:60]2[C:64](=[CH:65][CH:66]=1)[NH:63][N:62]=[C:61]2[NH:67][C:20](=[O:21])[C:19]1[CH:23]=[CH:24][C:16]([O:15][CH2:14][C@@H:10]2[CH2:11][CH2:12][CH2:13][N:9]2[CH3:8])=[CH:17][C:18]=1[NH:25][CH:32]1[CH2:33][CH2:34][O:35][CH2:36][CH2:37]1. The yield is 0.450.